From a dataset of Full USPTO retrosynthesis dataset with 1.9M reactions from patents (1976-2016). Predict the reactants needed to synthesize the given product. (1) Given the product [Cl:1][C:2]1[N:3]=[C:4]([NH:27][C:24]([CH3:26])([CH3:25])[CH2:23][C:20]2[CH:21]=[CH:22][C:17]([F:16])=[CH:18][CH:19]=2)[C:5]2[CH2:10][N:9]([CH:11]([CH3:13])[CH3:12])[C:8](=[O:14])[C:6]=2[N:7]=1, predict the reactants needed to synthesize it. The reactants are: [Cl:1][C:2]1[N:3]=[C:4](Cl)[C:5]2[CH2:10][N:9]([CH:11]([CH3:13])[CH3:12])[C:8](=[O:14])[C:6]=2[N:7]=1.[F:16][C:17]1[CH:22]=[CH:21][C:20]([CH2:23][C:24]([NH2:27])([CH3:26])[CH3:25])=[CH:19][CH:18]=1.CCN(C(C)C)C(C)C. (2) Given the product [CH2:23]([N:18]1[CH2:17][CH2:16][C:15]2[C:20](=[CH:21][CH:22]=[C:13]([O:12][CH2:11][CH2:10][CH2:9][N:3]3[CH2:8][CH2:7][CH2:6][CH2:5][CH2:4]3)[CH:14]=2)[CH2:19]1)[CH3:24], predict the reactants needed to synthesize it. The reactants are: Cl.Cl.[N:3]1([CH2:9][CH2:10][CH2:11][O:12][C:13]2[CH:14]=[C:15]3[C:20](=[CH:21][CH:22]=2)[CH2:19][NH:18][CH2:17][CH2:16]3)[CH2:8][CH2:7][CH2:6][CH2:5][CH2:4]1.[CH:23](=O)[CH3:24]. (3) Given the product [Cl:33][C:30]1[CH:31]=[CH:32][C:27]([C@@H:9]([C:6]2[CH:7]=[CH:8][C:3]([CH2:2][N:38]3[CH2:39][CH2:40][N:35]([CH3:34])[CH2:36][CH2:37]3)=[CH:4][CH:5]=2)[N:10]2[CH2:13][C:12](=[C:14]([C:19]3[CH:20]=[C:21]([F:26])[CH:22]=[C:23]([F:25])[CH:24]=3)[S:15]([CH3:18])(=[O:17])=[O:16])[CH2:11]2)=[CH:28][CH:29]=1, predict the reactants needed to synthesize it. The reactants are: Cl[CH2:2][C:3]1[CH:8]=[CH:7][C:6]([C@H:9]([C:27]2[CH:32]=[CH:31][C:30]([Cl:33])=[CH:29][CH:28]=2)[N:10]2[CH2:13][C:12](=[C:14]([C:19]3[CH:24]=[C:23]([F:25])[CH:22]=[C:21]([F:26])[CH:20]=3)[S:15]([CH3:18])(=[O:17])=[O:16])[CH2:11]2)=[CH:5][CH:4]=1.[CH3:34][N:35]1[CH2:40][CH2:39][NH:38][CH2:37][CH2:36]1. (4) Given the product [CH3:15][O:14][N:12]([CH3:13])[C:10]([CH2:9][C@H:8]([C:5]1[CH:6]=[CH:7][C:2]([C:26]2[CH:34]=[CH:33][C:29]([C:30]([OH:32])=[O:31])=[CH:28][CH:27]=2)=[CH:3][CH:4]=1)[C:16]1[CH:21]=[CH:20][CH:19]=[CH:18][C:17]=1[CH3:22])=[O:11], predict the reactants needed to synthesize it. The reactants are: Br[C:2]1[CH:7]=[CH:6][C:5]([C@H:8]([C:16]2[CH:21]=[CH:20][CH:19]=[CH:18][C:17]=2[CH3:22])[CH2:9][C:10]([N:12]([O:14][CH3:15])[CH3:13])=[O:11])=[CH:4][CH:3]=1.B([C:26]1[CH:34]=[CH:33][C:29]([C:30]([OH:32])=[O:31])=[CH:28][CH:27]=1)(O)O. (5) Given the product [NH2:7][CH2:8][C:9]1[CH:10]=[C:11]([I:21])[C:12]([NH:16][S:17]([CH3:20])(=[O:19])=[O:18])=[C:13]([Cl:24])[CH:14]=1, predict the reactants needed to synthesize it. The reactants are: C(OC(=O)[NH:7][CH2:8][C:9]1[CH:14]=[C:13](C)[C:12]([NH:16][S:17]([CH3:20])(=[O:19])=[O:18])=[C:11]([I:21])[CH:10]=1)(C)(C)C.C(Cl)[Cl:24]. (6) The reactants are: [CH:1]([CH:4]1[C:9]2=[CH:10][C:11]3[CH:12]=[CH:13][C:14]([S:17]([CH3:20])(=[O:19])=[O:18])=[CH:15][C:16]=3[N:8]2[CH2:7][CH2:6][N:5]1[C:21]1[N:26]=[C:25]([C:27]([F:30])([F:29])[F:28])[C:24]([C:31]([O-])=[O:32])=[CH:23][N:22]=1)([CH3:3])[CH3:2].CC(C[AlH]CC(C)C)C. Given the product [CH:1]([C@@H:4]1[C:9]2=[CH:10][C:11]3[CH:12]=[CH:13][C:14]([S:17]([CH3:20])(=[O:19])=[O:18])=[CH:15][C:16]=3[N:8]2[CH2:7][CH2:6][N:5]1[C:21]1[N:26]=[C:25]([C:27]([F:28])([F:29])[F:30])[C:24]([CH2:31][OH:32])=[CH:23][N:22]=1)([CH3:3])[CH3:2].[CH:1]([C@H:4]1[C:9]2=[CH:10][C:11]3[CH:12]=[CH:13][C:14]([S:17]([CH3:20])(=[O:19])=[O:18])=[CH:15][C:16]=3[N:8]2[CH2:7][CH2:6][N:5]1[C:21]1[N:26]=[C:25]([C:27]([F:28])([F:29])[F:30])[C:24]([CH2:31][OH:32])=[CH:23][N:22]=1)([CH3:3])[CH3:2], predict the reactants needed to synthesize it. (7) Given the product [Cl:1][C:2]1[N:3]=[CH:4][C:5]2[C:10]([C:11]=1[CH2:12][OH:13])=[CH:9][CH:8]=[CH:7][CH:6]=2, predict the reactants needed to synthesize it. The reactants are: [Cl:1][C:2]1[N:3]=[CH:4][C:5]2[C:10]([C:11]=1[CH:12]=[O:13])=[CH:9][CH:8]=[CH:7][CH:6]=2.[BH4-].[Na+].